This data is from Forward reaction prediction with 1.9M reactions from USPTO patents (1976-2016). The task is: Predict the product of the given reaction. (1) Given the reactants [NH2:1][CH2:2][CH2:3][CH2:4][OH:5].[N:6]1[CH:11]=[CH:10][CH:9]=[CH:8][C:7]=1[CH:12]=O, predict the reaction product. The product is: [N:6]1[CH:11]=[CH:10][CH:9]=[CH:8][C:7]=1[CH2:12][NH:1][CH2:2][CH2:3][CH2:4][OH:5]. (2) Given the reactants [H-].[Na+].C([O:5][C:6]([C:8]1([C:11]2[CH:16]=[CH:15][C:14]([C:17]3[CH:22]=[CH:21][C:20]([C:23]4[O:27][N:26]=[C:25]([CH3:28])[C:24]=4[CH2:29]Br)=[CH:19][CH:18]=3)=[CH:13][CH:12]=2)[CH2:10][CH2:9]1)=[O:7])C.[CH2:31]([OH:39])[CH2:32][C:33]1[CH:38]=[CH:37][CH:36]=[CH:35][CH:34]=1, predict the reaction product. The product is: [CH3:28][C:25]1[C:24]([CH2:29][O:39][CH2:31][CH2:32][C:33]2[CH:38]=[CH:37][CH:36]=[CH:35][CH:34]=2)=[C:23]([C:20]2[CH:19]=[CH:18][C:17]([C:14]3[CH:13]=[CH:12][C:11]([C:8]4([C:6]([OH:5])=[O:7])[CH2:10][CH2:9]4)=[CH:16][CH:15]=3)=[CH:22][CH:21]=2)[O:27][N:26]=1. (3) Given the reactants [CH2:1]([N:5]([CH2:33][CH:34]([CH3:36])[CH3:35])[C:6]1[CH:11]=[CH:10][C:9]([C:12]2[C:13]([C:19]([O:21]C)=[O:20])=[C:14]([CH3:18])[CH:15]=[CH:16][CH:17]=2)=[CH:8][C:7]=1[NH:23][C:24]([NH:26][C:27]1[O:31][N:30]=[C:29]([CH3:32])[CH:28]=1)=[O:25])[CH:2]([CH3:4])[CH3:3].[OH-].[Li+].[OH-].[Na+], predict the reaction product. The product is: [CH2:33]([N:5]([CH2:1][CH:2]([CH3:4])[CH3:3])[C:6]1[CH:11]=[CH:10][C:9]([C:12]2[C:13]([C:19]([OH:21])=[O:20])=[C:14]([CH3:18])[CH:15]=[CH:16][CH:17]=2)=[CH:8][C:7]=1[NH:23][C:24]([NH:26][C:27]1[O:31][N:30]=[C:29]([CH3:32])[CH:28]=1)=[O:25])[CH:34]([CH3:35])[CH3:36]. (4) Given the reactants Br[C:2]1[CH:3]=[CH:4][C:5]([CH:8]([OH:10])[CH3:9])=[N:6][CH:7]=1.[C:11]1([C:17]#[CH:18])[CH:16]=[CH:15][CH:14]=[CH:13][CH:12]=1, predict the reaction product. The product is: [C:11]1([C:17]#[C:18][C:2]2[CH:3]=[CH:4][C:5]([CH:8]([OH:10])[CH3:9])=[N:6][CH:7]=2)[CH:16]=[CH:15][CH:14]=[CH:13][CH:12]=1. (5) Given the reactants [N:1]1[CH:6]=[CH:5][C:4](/[CH:7]=[CH:8]/[C:9]2[C:17]3[C:12](=[CH:13][C:14](/[CH:18]=[C:19]4/[C:20](=[O:28])[NH:21][C:22]5[C:27]/4=[CH:26][CH:25]=[CH:24][CH:23]=5)=[CH:15][CH:16]=3)[NH:11][N:10]=2)=[CH:3][CH:2]=1.[CH3:29][O:30]C1C=C2C(=CC=1)NC(=O)C2, predict the reaction product. The product is: [CH3:29][O:30][C:25]1[CH:26]=[C:27]2[C:22](=[CH:23][CH:24]=1)[NH:21][C:20](=[O:28])/[C:19]/2=[CH:18]/[C:14]1[CH:13]=[C:12]2[C:17]([C:9](/[CH:8]=[CH:7]/[C:4]3[CH:5]=[CH:6][N:1]=[CH:2][CH:3]=3)=[N:10][NH:11]2)=[CH:16][CH:15]=1.